Dataset: Forward reaction prediction with 1.9M reactions from USPTO patents (1976-2016). Task: Predict the product of the given reaction. (1) Given the reactants [C:1]([O:5][C:6](=[O:24])[C@@H:7]([NH:10][C:11](=[O:23])[C:12]1[CH:17]=[C:16]([C:18]([F:21])([F:20])[F:19])[CH:15]=[CH:14][C:13]=1Cl)[CH2:8][CH3:9])([CH3:4])([CH3:3])[CH3:2].ClC1C=CC(C(F)(F)F)=CC=1C(O)=O.N[C@@H](CC)C(OC(C)(C)C)=O.[CH2:50]([NH2:57])[C:51]1[CH:56]=[CH:55][CH:54]=[CH:53][CH:52]=1.C(=O)([O-])[O-].[K+].[K+], predict the reaction product. The product is: [C:1]([O:5][C:6](=[O:24])[C@@H:7]([NH:10][C:11](=[O:23])[C:12]1[CH:17]=[C:16]([C:18]([F:21])([F:20])[F:19])[CH:15]=[CH:14][C:13]=1[NH:57][CH2:50][C:51]1[CH:56]=[CH:55][CH:54]=[CH:53][CH:52]=1)[CH2:8][CH3:9])([CH3:4])([CH3:3])[CH3:2]. (2) Given the reactants [CH3:1][O:2][C:3]1[CH:8]=[CH:7][C:6]([N:9]2[C:13]([CH3:14])=[C:12]([CH:15]=[O:16])[CH:11]=[N:10]2)=[CH:5][CH:4]=1.[CH2:17](O)[CH2:18][OH:19].C1(C)C=CC(S(O)(=O)=O)=CC=1, predict the reaction product. The product is: [O:16]1[CH2:17][CH2:18][O:19][CH:15]1[C:12]1[CH:11]=[N:10][N:9]([C:6]2[CH:5]=[CH:4][C:3]([O:2][CH3:1])=[CH:8][CH:7]=2)[C:13]=1[CH3:14]. (3) Given the reactants NC(C)/[CH:3]=[CH:4]/[C:5]([NH:7][C@@H:8]1[CH2:13][C@H:12](C)[C@H:11](C/C=C(\C)/C=C/[C@H]2O[C@H](CC(N)=O)C[C@]3(OC3)C2)[O:10][C@@H:9]1C)=O.NC(C)/C=C\C(N[C@@H]1C[C@H](C)[C@H](C/C=C(\C)/C=C/[C@H]2O[C@H](CC(N)=O)C[C@]3(OC3)C2)O[C@@H]1C)=[O:40].[P:69]([O-:73])([O-:72])([O-:71])=[O:70].[Na+].[Na+].[Na+].C(N)(C)C, predict the reaction product. The product is: [CH3:9][C:8]1[N:7]=[CH:5][C:4]([CH2:3][O:70][P:69]([OH:73])([OH:72])=[O:71])=[C:12]([CH:11]=[O:10])[C:13]=1[OH:40].[P:69]([O-:73])([O-:72])([O-:71])=[O:70]. (4) Given the reactants Br[CH2:2][C:3]1[N:13]([CH2:14][C:15]([CH3:18])([CH3:17])[CH3:16])[C:6]2[N:7]=[C:8]([C:11]#[N:12])[N:9]=[CH:10][C:5]=2[CH:4]=1.CN(C=O)C.[Cl:24][C:25]1[CH:30]=[CH:29][C:28]([OH:31])=[CH:27][N:26]=1.C([O-])([O-])=O.[K+].[K+], predict the reaction product. The product is: [Cl:24][C:25]1[N:26]=[CH:27][C:28]([O:31][CH2:2][C:3]2[N:13]([CH2:14][C:15]([CH3:18])([CH3:17])[CH3:16])[C:6]3[N:7]=[C:8]([C:11]#[N:12])[N:9]=[CH:10][C:5]=3[CH:4]=2)=[CH:29][CH:30]=1.